This data is from Merck oncology drug combination screen with 23,052 pairs across 39 cell lines. The task is: Regression. Given two drug SMILES strings and cell line genomic features, predict the synergy score measuring deviation from expected non-interaction effect. (1) Drug 1: COc1cc(C2c3cc4c(cc3C(OC3OC5COC(C)OC5C(O)C3O)C3COC(=O)C23)OCO4)cc(OC)c1O. Drug 2: O=C(NOCC(O)CO)c1ccc(F)c(F)c1Nc1ccc(I)cc1F. Cell line: ES2. Synergy scores: synergy=7.54. (2) Drug 1: O=c1[nH]cc(F)c(=O)[nH]1. Drug 2: Cn1c(=O)n(-c2ccc(C(C)(C)C#N)cc2)c2c3cc(-c4cnc5ccccc5c4)ccc3ncc21. Cell line: COLO320DM. Synergy scores: synergy=15.6. (3) Drug 1: Cn1nnc2c(C(N)=O)ncn2c1=O. Drug 2: CS(=O)(=O)CCNCc1ccc(-c2ccc3ncnc(Nc4ccc(OCc5cccc(F)c5)c(Cl)c4)c3c2)o1. Cell line: ZR751. Synergy scores: synergy=-40.7. (4) Drug 1: O=C(CCCCCCC(=O)Nc1ccccc1)NO. Drug 2: Cn1cc(-c2cnn3c(N)c(Br)c(C4CCCNC4)nc23)cn1. Cell line: ZR751. Synergy scores: synergy=-30.2. (5) Drug 1: CN(C)C(=N)N=C(N)N. Drug 2: CC(C)CC(NC(=O)C(Cc1ccccc1)NC(=O)c1cnccn1)B(O)O. Cell line: SKOV3. Synergy scores: synergy=-14.8. (6) Drug 1: CN1C(=O)C=CC2(C)C3CCC4(C)C(NC(=O)OCC(F)(F)F)CCC4C3CCC12. Drug 2: CN(C)C(=N)N=C(N)N. Cell line: RKO. Synergy scores: synergy=1.45. (7) Drug 1: CCC1=CC2CN(C1)Cc1c([nH]c3ccccc13)C(C(=O)OC)(c1cc3c(cc1OC)N(C)C1C(O)(C(=O)OC)C(OC(C)=O)C4(CC)C=CCN5CCC31C54)C2. Drug 2: COC1=C2CC(C)CC(OC)C(O)C(C)C=C(C)C(OC(N)=O)C(OC)C=CC=C(C)C(=O)NC(=CC1=O)C2=O. Cell line: CAOV3. Synergy scores: synergy=-30.4. (8) Drug 1: Cn1nnc2c(C(N)=O)ncn2c1=O. Drug 2: CCc1cnn2c(NCc3ccc[n+]([O-])c3)cc(N3CCCCC3CCO)nc12. Cell line: MDAMB436. Synergy scores: synergy=1.32.